This data is from Catalyst prediction with 721,799 reactions and 888 catalyst types from USPTO. The task is: Predict which catalyst facilitates the given reaction. (1) Reactant: [Cl:1][C:2]1[CH:7]=[CH:6][C:5]([CH:8](O)[C:9]2[C:10]([C:27]([O:29][CH2:30][CH3:31])=[O:28])=[N:11][N:12]([C:17]3[C:18]([O:25][CH3:26])=[N:19][C:20]([O:23][CH3:24])=[N:21][CH:22]=3)[C:13]=2[CH:14]([CH3:16])[CH3:15])=[CH:4][CH:3]=1.[CH3:33][C:34]1[C:38]2[CH:39]=[C:40]([N+:43]([O-])=O)[CH:41]=[CH:42][C:37]=2[O:36][N:35]=1. Product: [Cl:1][C:2]1[CH:3]=[CH:4][C:5]([CH:8]([NH:43][C:40]2[CH:41]=[CH:42][C:37]3[O:36][N:35]=[C:34]([CH3:33])[C:38]=3[CH:39]=2)[C:9]2[C:10]([C:27]([O:29][CH2:30][CH3:31])=[O:28])=[N:11][N:12]([C:17]3[C:18]([O:25][CH3:26])=[N:19][C:20]([O:23][CH3:24])=[N:21][CH:22]=3)[C:13]=2[CH:14]([CH3:16])[CH3:15])=[CH:6][CH:7]=1. The catalyst class is: 828. (2) Reactant: [Li+].CC([N-]C(C)C)C.[Br:9][C:10]1[CH:22]=[CH:21][C:13]([C:14]([N:16]([CH2:19][CH3:20])[CH2:17][CH3:18])=[O:15])=[C:12]([CH3:23])[CH:11]=1.CON(C)[C:27](=[O:29])[CH3:28]. Product: [Br:9][C:10]1[CH:22]=[CH:21][C:13]([C:14]([N:16]([CH2:17][CH3:18])[CH2:19][CH3:20])=[O:15])=[C:12]([CH2:23][C:27](=[O:29])[CH3:28])[CH:11]=1. The catalyst class is: 1. (3) Product: [CH2:2]=[C:3]1[C:4]2[C:9](=[CH:8][CH:7]=[CH:6][CH:5]=2)[C:10]2[C:15]1=[CH:14][CH:13]=[CH:12][CH:11]=2. Reactant: O[CH2:2][CH:3]1[C:15]2[CH:14]=[CH:13][CH:12]=[CH:11][C:10]=2[C:9]2[C:4]1=[CH:5][CH:6]=[CH:7][CH:8]=2.[OH-].[K+]. The catalyst class is: 5. (4) Reactant: [Cl:1][C:2]1[CH:3]=[C:4]2[C:8](=[CH:9][CH:10]=1)[NH:7][N:6]=[CH:5]2.ClC([O:14][CH2:15]C(C)C)=O.C[N:20]1CCOCC1.N. Product: [Cl:1][C:2]1[CH:3]=[C:4]2[C:8](=[CH:9][CH:10]=1)[NH:7][N:6]=[C:5]2[C:15]([NH2:20])=[O:14]. The catalyst class is: 1. (5) Reactant: [NH2:1][CH2:2][CH2:3][O:4][CH2:5][CH2:6][N:7]1[C:19]2[C:18]3[CH:17]=[CH:16][CH:15]=[CH:14][C:13]=3[N:12]=[C:11]([NH2:20])[C:10]=2[N:9]=[C:8]1[CH2:21][CH2:22][O:23][CH3:24].CCN(CC)CC.[C:32](Cl)(=[O:39])[C:33]1[CH:38]=[CH:37][CH:36]=[CH:35][CH:34]=1. Product: [NH2:20][C:11]1[C:10]2[N:9]=[C:8]([CH2:21][CH2:22][O:23][CH3:24])[N:7]([CH2:6][CH2:5][O:4][CH2:3][CH2:2][NH:1][C:32](=[O:39])[C:33]3[CH:38]=[CH:37][CH:36]=[CH:35][CH:34]=3)[C:19]=2[C:18]2[CH:17]=[CH:16][CH:15]=[CH:14][C:13]=2[N:12]=1. The catalyst class is: 2.